From a dataset of Forward reaction prediction with 1.9M reactions from USPTO patents (1976-2016). Predict the product of the given reaction. (1) Given the reactants COCCOC.O1CCCC1.[NH:12]1[CH2:17][CH2:16][CH:15]([N:18]2[C:26]3[C:21](=[CH:22][CH:23]=[C:24]([C:27]([O:29][CH3:30])=[O:28])[CH:25]=3)[CH:20]=[CH:19]2)[CH2:14][CH2:13]1.[CH3:31][O:32][C:33]1[C:42]([CH2:43][CH:44]=O)=[C:41]2[C:36]([C:37](=[O:48])[CH2:38][C:39]([CH3:47])([CH3:46])[O:40]2)=[CH:35][CH:34]=1, predict the reaction product. The product is: [CH3:31][O:32][C:33]1[C:42]([CH2:43][CH2:44][N:12]2[CH2:13][CH2:14][CH:15]([N:18]3[C:26]4[C:21](=[CH:22][CH:23]=[C:24]([C:27]([O:29][CH3:30])=[O:28])[CH:25]=4)[CH:20]=[CH:19]3)[CH2:16][CH2:17]2)=[C:41]2[C:36]([C:37](=[O:48])[CH2:38][C:39]([CH3:47])([CH3:46])[O:40]2)=[CH:35][CH:34]=1. (2) Given the reactants [C:1]([O:4][C@@H:5]1[C@@H:26]([O:27][C:28](=[O:30])[CH3:29])[C@H:25]([O:31][C:32](=[O:34])[CH3:33])[CH2:24][S:23][C@H:6]1[O:7][C:8]1[CH:9]=[N:10][CH:11]=[C:12](B2OC(C)(C)C(C)(C)O2)[CH:13]=1)(=[O:3])[CH3:2].[CH2:35]([N:37]([CH2:41][CH3:42])[C:38](Cl)=[O:39])[CH3:36], predict the reaction product. The product is: [C:1]([O:4][C@@H:5]1[C@@H:26]([O:27][C:28](=[O:30])[CH3:29])[C@H:25]([O:31][C:32](=[O:34])[CH3:33])[CH2:24][S:23][C@H:6]1[O:7][C:8]1[CH:9]=[N:10][CH:11]=[C:12]([C:38]([N:37]([CH2:41][CH3:42])[CH2:35][CH3:36])=[O:39])[CH:13]=1)(=[O:3])[CH3:2].